This data is from NCI-60 drug combinations with 297,098 pairs across 59 cell lines. The task is: Regression. Given two drug SMILES strings and cell line genomic features, predict the synergy score measuring deviation from expected non-interaction effect. (1) Drug 1: C1CCC(CC1)NC(=O)N(CCCl)N=O. Drug 2: CC1=C2C(C(=O)C3(C(CC4C(C3C(C(C2(C)C)(CC1OC(=O)C(C(C5=CC=CC=C5)NC(=O)C6=CC=CC=C6)O)O)OC(=O)C7=CC=CC=C7)(CO4)OC(=O)C)O)C)OC(=O)C. Cell line: PC-3. Synergy scores: CSS=41.3, Synergy_ZIP=-7.79, Synergy_Bliss=-6.43, Synergy_Loewe=-17.9, Synergy_HSA=-4.68. (2) Drug 1: CC12CCC3C(C1CCC2=O)CC(=C)C4=CC(=O)C=CC34C. Drug 2: C1CNP(=O)(OC1)N(CCCl)CCCl. Cell line: KM12. Synergy scores: CSS=50.4, Synergy_ZIP=5.99, Synergy_Bliss=6.83, Synergy_Loewe=-19.2, Synergy_HSA=1.66.